This data is from Full USPTO retrosynthesis dataset with 1.9M reactions from patents (1976-2016). The task is: Predict the reactants needed to synthesize the given product. (1) Given the product [CH3:28][N:14]1[C:15]2[C:16](=[C:17]3[C:22](=[CH:23][CH:24]=2)[N:21]=[CH:20][CH:19]=[CH:18]3)[N:25]=[C:13]1/[CH:12]=[CH:11]/[C:2]1[CH:3]=[CH:4][C:5]2[C:10](=[CH:9][CH:8]=[CH:7][CH:6]=2)[N:1]=1, predict the reactants needed to synthesize it. The reactants are: [N:1]1[C:10]2[C:5](=[CH:6][CH:7]=[CH:8][CH:9]=2)[CH:4]=[CH:3][C:2]=1/[CH:11]=[CH:12]/[C:13]1[NH:14][C:15]2[C:16]([N:25]=1)=[C:17]1[C:22](=[CH:23][CH:24]=2)[N:21]=[CH:20][CH:19]=[CH:18]1.[H-].[Na+].[C:28]1(C)C=CC(S(OC)(=O)=O)=CC=1. (2) Given the product [ClH:52].[Br:8][C:9]1[C:10]([N:36]2[CH2:41][CH2:40][CH2:39][C@@H:38]([NH:42][CH3:43])[CH2:37]2)=[C:11]2[C:17]([NH:18][C:19]([C:21]3[CH:26]=[CH:25][C:24](=[O:27])[N:23]([CH3:28])[CH:22]=3)=[O:20])=[CH:16][NH:15][C:12]2=[N:13][CH:14]=1, predict the reactants needed to synthesize it. The reactants are: C(O)(C(F)(F)F)=O.[Br:8][C:9]1[C:10]([N:36]2[CH2:41][CH2:40][CH2:39][C@@H:38]([N:42](C(OC(C)(C)C)=O)[CH3:43])[CH2:37]2)=[C:11]2[C:17]([NH:18][C:19]([C:21]3[CH:26]=[CH:25][C:24](=[O:27])[N:23]([CH3:28])[CH:22]=3)=[O:20])=[CH:16][N:15](C(OC(C)(C)C)=O)[C:12]2=[N:13][CH:14]=1.C(Cl)[Cl:52]. (3) The reactants are: [N+:1]([C:4]1[CH:5]=[CH:6][CH:7]=[C:8]2[C:13]=1[N:12]=[C:11]([C:14]1[CH:19]=[CH:18][CH:17]=[CH:16][CH:15]=1)[CH:10]=[CH:9]2)([O-:3])=[O:2]. Given the product [N+:1]([C:4]1[CH:5]=[CH:6][CH:7]=[C:8]2[C:13]=1[N:12]=[C:11]([C:14]1[CH:15]=[CH:16][CH:17]=[CH:18][CH:19]=1)[CH:10]=[CH:9]2)([O-:3])=[O:2].[C:14]1([C:11]2[CH:10]=[CH:9][C:8]3[C:13](=[C:4]([NH2:1])[CH:5]=[CH:6][CH:7]=3)[N:12]=2)[CH:15]=[CH:16][CH:17]=[CH:18][CH:19]=1, predict the reactants needed to synthesize it. (4) Given the product [CH:9]1[C:10]2[C:5](=[CH:4][CH:3]=[CH:2][CH:1]=2)[CH:6]=[CH:7][CH:8]=1, predict the reactants needed to synthesize it. The reactants are: [C:1]1(O)[C:10]2[C:5](=[CH:6][CH:7]=[CH:8][CH:9]=2)[CH:4]=[CH:3][CH:2]=1.C1(=O)C2C(=CC=CC=2)C(=O)C=C1.C1(O)C2C(=CC=CC=2)C(O)=CC=1. (5) The reactants are: [CH3:1][C:2]([CH3:7])([CH2:5]O)[CH:3]=[O:4].[CH2:8]([C:10]([CH2:15][OH:16])([CH2:13][OH:14])[CH2:11][OH:12])[CH3:9].O. Given the product [CH2:8]([C:10]1([CH2:15][OH:16])[CH2:13][O:14][CH:1]([C:2]([CH3:7])([CH3:5])[CH2:3][OH:4])[O:12][CH2:11]1)[CH3:9], predict the reactants needed to synthesize it. (6) The reactants are: FC1(F)C2C(=CC=CC=2C(=O)C(F)(F)F)NC1=O.[F:19][CH:20]([F:32])[O:21][C:22]1[CH:23]=[C:24]([C:28](OC)=[O:29])[CH:25]=[N:26][CH:27]=1. Given the product [F:32][CH:20]([F:19])[O:21][C:22]1[CH:23]=[C:24]([CH2:28][OH:29])[CH:25]=[N:26][CH:27]=1, predict the reactants needed to synthesize it. (7) The reactants are: [CH3:1][O:2][C:3](=[O:50])[NH:4][CH:5]([C:9]([N:11]1[CH:17]([C:18]2[NH:19][CH:20]=[C:21]([C:23]3[CH:32]=[CH:31][C:30]4[C:25](=[CH:26][CH:27]=[C:28]([C:33]5[CH:38]=[CH:37][C:36]([C:39](=[O:49])[CH2:40][NH:41]C(OC(C)(C)C)=O)=[CH:35][CH:34]=5)[CH:29]=4)[CH:24]=3)[N:22]=2)[CH2:16][C:13]2([CH2:15][CH2:14]2)[CH2:12]1)=[O:10])[CH:6]([CH3:8])[CH3:7].Cl.CCN(C(C)C)C(C)C.[C:61]([N:68]1[CH2:72][CH2:71][S:70][C@H:69]1[C:73]([OH:75])=O)([O:63][C:64]([CH3:67])([CH3:66])[CH3:65])=[O:62].CN(C(ON1N=NC2C=CC=NC1=2)=[N+](C)C)C.F[P-](F)(F)(F)(F)F. Given the product [C:64]([O:63][C:61]([N:68]1[CH2:72][CH2:71][S:70][CH:69]1[C:73](=[O:75])[NH:41][CH2:40][C:39]([C:36]1[CH:37]=[CH:38][C:33]([C:28]2[CH:27]=[CH:26][C:25]3[C:30](=[CH:31][CH:32]=[C:23]([C:21]4[N:22]=[C:18]([CH:17]5[CH2:16][C:13]6([CH2:15][CH2:14]6)[CH2:12][N:11]5[C:9](=[O:10])[CH:5]([NH:4][C:3]([O:2][CH3:1])=[O:50])[CH:6]([CH3:7])[CH3:8])[NH:19][CH:20]=4)[CH:24]=3)[CH:29]=2)=[CH:34][CH:35]=1)=[O:49])=[O:62])([CH3:65])([CH3:66])[CH3:67], predict the reactants needed to synthesize it.